This data is from Full USPTO retrosynthesis dataset with 1.9M reactions from patents (1976-2016). The task is: Predict the reactants needed to synthesize the given product. (1) Given the product [NH2:31][C:21]1[CH:22]=[C:23]([CH:29]=[CH:30][C:20]=1[O:19][CH2:18][CH2:17][CH2:16][N:13]1[CH2:12][CH2:11][N:10]([C:6]2[C:3]3[CH:4]=[CH:5][S:1][C:2]=3[CH:9]=[CH:8][CH:7]=2)[CH2:15][CH2:14]1)[C:24]([NH:26][CH2:27][CH3:28])=[O:25], predict the reactants needed to synthesize it. The reactants are: [S:1]1[CH:5]=[CH:4][C:3]2[C:6]([N:10]3[CH2:15][CH2:14][N:13]([CH2:16][CH2:17][CH2:18][O:19][C:20]4[CH:30]=[CH:29][C:23]([C:24]([NH:26][CH2:27][CH3:28])=[O:25])=[CH:22][C:21]=4[N+:31]([O-])=O)[CH2:12][CH2:11]3)=[CH:7][CH:8]=[CH:9][C:2]1=2. (2) Given the product [CH2:25]([NH:29][C:30](=[O:34])[O:31][CH2:20][CH3:21])[CH2:26][CH2:27][CH3:28], predict the reactants needed to synthesize it. The reactants are: CN(CCCN1CN(CCCN(C)C)CN(C[CH2:20][CH2:21]N(C)C)C1)C.[CH2:25]([N:29]=[C:30]=[O:31])[CH2:26][CH2:27][CH3:28].[N-]=C=[O:34]. (3) Given the product [CH3:1][O:2][P:3]([CH:7]([O:23][S:20]([C:19]([F:32])([F:31])[F:18])(=[O:22])=[O:21])[CH3:8])([O:4][CH3:5])=[O:6], predict the reactants needed to synthesize it. The reactants are: [CH3:1][O:2][P:3]([CH2:7][CH2:8]O)(=[O:6])[O:4][CH3:5].N1C(C)=CC=CC=1C.[F:18][C:19]([F:32])([F:31])[S:20]([O:23]S(C(F)(F)F)(=O)=O)(=[O:22])=[O:21]. (4) Given the product [Br:3][C:4]1[CH:9]=[CH:8][C:7]([O:10][CH2:12][CH2:13][C:14]([OH:16])=[O:15])=[CH:6][CH:5]=1, predict the reactants needed to synthesize it. The reactants are: [OH-].[Na+].[Br:3][C:4]1[CH:9]=[CH:8][C:7]([OH:10])=[CH:6][CH:5]=1.Br[CH2:12][CH2:13][C:14]([OH:16])=[O:15].Cl. (5) Given the product [CH3:74][O:75][C:76]1[CH:82]=[CH:81][C:79]([NH:80][C:28]([C:25]2[CH:24]=[CH:23][C:22]([C:3]3[C:2]([CH3:1])=[CH:7][CH:6]=[C:5]([NH:8][C:9](=[O:21])[C:10]4[CH:15]=[CH:14][N:13]=[C:12]([N:16]5[CH2:20][CH2:19][CH2:18][CH2:17]5)[CH:11]=4)[CH:4]=3)=[CH:27][CH:26]=2)=[O:29])=[CH:78][CH:77]=1, predict the reactants needed to synthesize it. The reactants are: [CH3:1][C:2]1[CH:7]=[CH:6][C:5]([NH:8][C:9](=[O:21])[C:10]2[CH:15]=[CH:14][N:13]=[C:12]([N:16]3[CH2:20][CH2:19][CH2:18][CH2:17]3)[CH:11]=2)=[CH:4][C:3]=1[C:22]1[CH:27]=[CH:26][C:25]([C:28](O)=[O:29])=[CH:24][CH:23]=1.CN(C(ON1N=NC2C=CC=NC1=2)=[N+](C)C)C.F[P-](F)(F)(F)(F)F.C1C=CC2N(O)N=NC=2C=1.CCN(C(C)C)C(C)C.[CH3:74][O:75][C:76]1[CH:82]=[CH:81][C:79]([NH2:80])=[CH:78][CH:77]=1. (6) The reactants are: C(NCC)C.[CH3:6][O:7][C:8]1[CH:13]=[CH:12][C:11]([C:14](=[O:88])[NH:15][CH2:16][CH2:17][NH:18][C:19](=[O:87])[C@H:20]([NH:69]C(=O)OCC2C3C=CC=CC=3C3C2=CC=CC=3)[CH2:21][C:22](=[O:68])[N:23]([CH2:46][CH2:47][CH2:48][O:49][CH2:50][CH2:51][CH2:52][CH2:53][CH2:54][CH2:55][CH2:56][CH2:57]/[CH:58]=[CH:59]\[CH2:60][CH2:61][CH2:62][CH2:63][CH2:64][CH2:65][CH2:66][CH3:67])[CH2:24][CH2:25][CH2:26][O:27][CH2:28][CH2:29][CH2:30][CH2:31][CH2:32][CH2:33][CH2:34][CH2:35]/[CH:36]=[CH:37]\[CH2:38][CH2:39][CH2:40][CH2:41][CH2:42][CH2:43][CH2:44][CH3:45])=[CH:10][CH:9]=1. Given the product [NH2:69][C@H:20]([CH2:21][C:22]([N:23]([CH2:46][CH2:47][CH2:48][O:49][CH2:50][CH2:51][CH2:52][CH2:53][CH2:54][CH2:55][CH2:56][CH2:57]/[CH:58]=[CH:59]\[CH2:60][CH2:61][CH2:62][CH2:63][CH2:64][CH2:65][CH2:66][CH3:67])[CH2:24][CH2:25][CH2:26][O:27][CH2:28][CH2:29][CH2:30][CH2:31][CH2:32][CH2:33][CH2:34][CH2:35]/[CH:36]=[CH:37]\[CH2:38][CH2:39][CH2:40][CH2:41][CH2:42][CH2:43][CH2:44][CH3:45])=[O:68])[C:19]([NH:18][CH2:17][CH2:16][NH:15][C:14](=[O:88])[C:11]1[CH:12]=[CH:13][C:8]([O:7][CH3:6])=[CH:9][CH:10]=1)=[O:87], predict the reactants needed to synthesize it. (7) Given the product [C:76](=[O:78])([O:77][C@:6]([C:35]1[CH:40]=[CH:39][C:38]([F:41])=[CH:37][C:36]=1[F:42])([CH2:29][N:30]1[CH:34]=[N:33][CH:32]=[N:31]1)[C@H:7]([S:9][C@@H:10]1[CH2:15][O:14][C@@H:13](/[CH:16]=[CH:17]/[CH:18]=[CH:19]/[C:20]2[CH:25]=[CH:24][C:23]([C:26]#[N:27])=[CH:22][C:21]=2[F:28])[O:12][CH2:11]1)[CH3:8])[O:79][CH2:67][CH2:66][O:69][P:54]([O:53][CH2:50][CH:51]=[CH2:52])([O:62][CH2:63][CH:64]=[CH2:65])=[O:74], predict the reactants needed to synthesize it. The reactants are: C(=O)([O-])OCC([C@@:6]([C:35]1[CH:40]=[CH:39][C:38]([F:41])=[CH:37][C:36]=1[F:42])([CH2:29][N:30]1[CH:34]=[N:33][CH:32]=[N:31]1)[C@H:7]([S:9][C@@H:10]1[CH2:15][O:14][C@@H:13](/[CH:16]=[CH:17]/[CH:18]=[CH:19]/[C:20]2[CH:25]=[CH:24][C:23]([C:26]#[N:27])=[CH:22][C:21]=2[F:28])[O:12][CH2:11]1)[CH3:8])O.N1C=NN=N1.[CH2:50]([O:53][P:54]([O:62][CH2:63][CH:64]=[CH2:65])N(C(C)C)C(C)C)[CH:51]=[CH2:52].[CH2:66]([OH:69])[CH:67]=C.C([O:74]O)(C)(C)C.[C:76](=[O:79])([O-:78])[OH:77].[Na+].S([O-])([O-])(=O)=S.[Na+].[Na+]. (8) Given the product [Cl:1][C:2]1[CH:7]=[CH:6][CH:5]=[CH:4][C:3]=1[S:8]([N:11]1[CH2:16][CH2:15][NH:14][C:13]2[N:17]=[CH:18][C:19]([C:32]3[CH:31]=[N:30][C:29]([N:26]4[CH2:25][CH2:24][N:23]([CH3:22])[CH2:28][CH2:27]4)=[CH:34][CH:33]=3)=[CH:20][C:12]1=2)(=[O:10])=[O:9], predict the reactants needed to synthesize it. The reactants are: [Cl:1][C:2]1[CH:7]=[CH:6][CH:5]=[CH:4][C:3]=1[S:8]([N:11]1[CH2:16][CH2:15][NH:14][C:13]2[N:17]=[CH:18][C:19](I)=[CH:20][C:12]1=2)(=[O:10])=[O:9].[CH3:22][N:23]1[CH2:28][CH2:27][N:26]([C:29]2[CH:34]=[CH:33][C:32](B3OC(C)(C)C(C)(C)O3)=[CH:31][N:30]=2)[CH2:25][CH2:24]1.